This data is from Forward reaction prediction with 1.9M reactions from USPTO patents (1976-2016). The task is: Predict the product of the given reaction. Given the reactants [Cl:1][C:2]1[CH:3]=[C:4]([CH:12]=[CH:13][N:14]=1)[C:5]([NH:7][NH:8][C:9]([NH2:11])=[S:10])=O.N, predict the reaction product. The product is: [Cl:1][C:2]1[CH:3]=[C:4]([C:5]2[S:10][C:9]([NH2:11])=[N:8][N:7]=2)[CH:12]=[CH:13][N:14]=1.